This data is from Catalyst prediction with 721,799 reactions and 888 catalyst types from USPTO. The task is: Predict which catalyst facilitates the given reaction. (1) Reactant: CCN=C=NCCCN(C)C.Cl.[Cl:13][C:14]1[CH:35]=[CH:34][C:17]([C:18]([N:20]([CH3:33])[C:21]2[CH:32]=[CH:31][CH:30]=[CH:29][C:22]=2[O:23][CH2:24][CH2:25][C:26](O)=[O:27])=[O:19])=[CH:16][C:15]=1[C:36]1[CH:37]=[N:38][C:39]([C:44]([F:47])([F:46])[F:45])=[CH:40][C:41]=1[C:42]#[N:43].[C:48]([O:52][C:53]([CH3:56])([CH3:55])[CH3:54])(=[O:51])[NH:49][NH2:50].C1C=CC2N(O)N=NC=2C=1.C([O-])([O-])=O.[Na+].[Na+]. Product: [C:53]([O:52][C:48]([NH:49][NH:50][C:26](=[O:27])[CH2:25][CH2:24][O:23][C:22]1[CH:29]=[CH:30][CH:31]=[CH:32][C:21]=1[N:20]([C:18](=[O:19])[C:17]1[CH:34]=[CH:35][C:14]([Cl:13])=[C:15]([C:36]2[CH:37]=[N:38][C:39]([C:44]([F:45])([F:47])[F:46])=[CH:40][C:41]=2[C:42]#[N:43])[CH:16]=1)[CH3:33])=[O:51])([CH3:56])([CH3:55])[CH3:54]. The catalyst class is: 174. (2) Reactant: Br[C:2]1[N:7]=[C:6]([C:8]([OH:10])=[O:9])[C:5]([F:11])=[CH:4][CH:3]=1.[F:12][C:13]1[CH:18]=[CH:17][C:16]([O:19][CH3:20])=[CH:15][C:14]=1B(O)O. Product: [F:11][C:5]1[C:6]([C:8]([OH:10])=[O:9])=[N:7][C:2]([C:14]2[CH:15]=[C:16]([O:19][CH3:20])[CH:17]=[CH:18][C:13]=2[F:12])=[CH:3][CH:4]=1. The catalyst class is: 462. (3) Reactant: [S:1]1[CH:5]=[CH:4][CH:3]=[C:2]1[C:6]([OH:8])=[O:7].[Li+].[CH3:10][CH:11]([N-]C(C)C)C.ICC. Product: [CH2:10]([C:5]1[S:1][C:2]([C:6]([OH:8])=[O:7])=[CH:3][CH:4]=1)[CH3:11]. The catalyst class is: 1. (4) Reactant: [C:1]([C:4]1[C:22](=[O:23])[C@@:8]2([CH3:24])[C:9]3[C:15]([OH:16])=[CH:14][C:13]([O:17][CH3:18])=[C:12]([C:19]([NH2:21])=[O:20])[C:10]=3[O:11][C:7]2=[CH:6][C:5]=1[OH:25])(=[O:3])[CH3:2].[CH2:26]([O:33][C:34]1[C:41]([CH3:42])=[C:40]([CH3:43])[C:37]([CH:38]=O)=[C:36]([CH3:44])[C:35]=1[CH3:45])[C:27]1[CH:32]=[CH:31][CH:30]=[CH:29][CH:28]=1.C([SiH](CC)CC)C.FC(F)(F)C(O)=O. Product: [C:1]([C:4]1[C:22](=[O:23])[C@@:8]2([CH3:24])[C:9]3[C:15]([OH:16])=[CH:14][C:13]([O:17][CH3:18])=[C:12]([C:19]([NH:21][CH2:38][C:37]4[C:40]([CH3:43])=[C:41]([CH3:42])[C:34]([O:33][CH2:26][C:27]5[CH:32]=[CH:31][CH:30]=[CH:29][CH:28]=5)=[C:35]([CH3:45])[C:36]=4[CH3:44])=[O:20])[C:10]=3[O:11][C:7]2=[CH:6][C:5]=1[OH:25])(=[O:3])[CH3:2]. The catalyst class is: 10. (5) Product: [C:24]1([CH3:33])[CH:29]=[CH:28][CH:27]=[C:26]([C:2]2[C:10]3[O:9][C:8]([NH:11][C:12]4[CH:17]=[C:16]([O:18][CH3:19])[C:15]([O:20][CH3:21])=[C:14]([O:22][CH3:23])[CH:13]=4)=[N:7][C:6]=3[CH:5]=[CH:4][CH:3]=2)[CH:25]=1. The catalyst class is: 837. Reactant: Br[C:2]1[C:10]2[O:9][C:8]([NH:11][C:12]3[CH:17]=[C:16]([O:18][CH3:19])[C:15]([O:20][CH3:21])=[C:14]([O:22][CH3:23])[CH:13]=3)=[N:7][C:6]=2[CH:5]=[CH:4][CH:3]=1.[C:24]1([CH3:33])[CH:29]=[CH:28][CH:27]=[C:26](B(O)O)[CH:25]=1.C([O-])([O-])=O.[Na+].[Na+]. (6) Reactant: [C:1]([O:5][C:6]([N:8]1[CH2:13][CH2:12][C:11]([CH2:15][N:16]2C(=O)C3C(=CC=CC=3)C2=O)([F:14])[CH2:10][CH2:9]1)=[O:7])([CH3:4])([CH3:3])[CH3:2].O.NN. Product: [C:1]([O:5][C:6]([N:8]1[CH2:9][CH2:10][C:11]([CH2:15][NH2:16])([F:14])[CH2:12][CH2:13]1)=[O:7])([CH3:4])([CH3:3])[CH3:2]. The catalyst class is: 8. (7) Reactant: [Cl:1][C:2]1[CH:3]=[C:4]([C:8]2[C:17]3[C:12](=[CH:13][CH:14]=[C:15]([C:18](C4C=NC(Cl)=CC=4)([C:20]4[N:21]([CH3:25])[CH:22]=[N:23][CH:24]=4)[OH:19])[CH:16]=3)[N:11]=[C:10]([O:33]C)[CH:9]=2)[CH:5]=[CH:6][CH:7]=1.[ClH:35]. Product: [Cl:1][C:2]1[CH:3]=[C:4]([C:8]2[C:17]3[C:12](=[CH:13][CH:14]=[C:15]([C:18]([C:10]4[CH:9]=[CH:8][C:17]([Cl:35])=[CH:12][N:11]=4)([OH:19])[C:20]4[N:21]([CH3:25])[CH:22]=[N:23][CH:24]=4)[CH:16]=3)[NH:11][C:10](=[O:33])[CH:9]=2)[CH:5]=[CH:6][CH:7]=1. The catalyst class is: 1.